This data is from Peptide-MHC class I binding affinity with 185,985 pairs from IEDB/IMGT. The task is: Regression. Given a peptide amino acid sequence and an MHC pseudo amino acid sequence, predict their binding affinity value. This is MHC class I binding data. The peptide sequence is TFSGIVNALI. The MHC is H-2-Dd with pseudo-sequence H-2-Dd. The binding affinity (normalized) is 0.